This data is from Forward reaction prediction with 1.9M reactions from USPTO patents (1976-2016). The task is: Predict the product of the given reaction. (1) Given the reactants [CH:1]([O:4][C:5]1[CH:10]=[CH:9][C:8]([NH:11][C:12]([N:14]2[CH2:19][CH2:18][N:17]([C:20]3[C:25]([CH:26]=[N:27][O:28][CH2:29][CH2:30][NH2:31])=[C:24]([NH2:32])[N:23]=[CH:22][N:21]=3)[CH2:16][CH2:15]2)=[O:13])=[CH:7][CH:6]=1)([CH3:3])[CH3:2].[CH2:33]([N:35]=[C:36]=[O:37])[CH3:34], predict the reaction product. The product is: [CH:1]([O:4][C:5]1[CH:10]=[CH:9][C:8]([NH:11][C:12]([N:14]2[CH2:19][CH2:18][N:17]([C:20]3[C:25]([CH:26]=[N:27][O:28][CH2:29][CH2:30][NH:31][C:36]([NH:35][CH2:33][CH3:34])=[O:37])=[C:24]([NH2:32])[N:23]=[CH:22][N:21]=3)[CH2:16][CH2:15]2)=[O:13])=[CH:7][CH:6]=1)([CH3:3])[CH3:2]. (2) The product is: [ClH:5].[ClH:42].[O:6]1[C:10]2[CH:11]=[CH:12][CH:13]=[CH:14][C:9]=2[CH:8]=[C:7]1[C:15]1[N:24]=[C:23]([NH:25][CH2:26][CH2:27][CH2:28][N:32]2[CH2:33][CH2:34][CH2:31][CH2:30]2)[C:22]2[C:17](=[CH:18][CH:19]=[CH:20][CH:21]=2)[N:16]=1. Given the reactants S([Cl:5])(C)(=O)=O.[O:6]1[C:10]2[CH:11]=[CH:12][CH:13]=[CH:14][C:9]=2[CH:8]=[C:7]1[C:15]1[N:24]=[C:23]([NH:25][CH2:26][CH2:27][CH2:28]O)[C:22]2[C:17](=[CH:18][CH:19]=[CH:20][CH:21]=2)[N:16]=1.[CH2:30]([N:32](CC)[CH2:33][CH3:34])[CH3:31].N1CCCC1.[ClH:42], predict the reaction product.